From a dataset of Forward reaction prediction with 1.9M reactions from USPTO patents (1976-2016). Predict the product of the given reaction. Given the reactants C([O:8][C:9]1[CH:25]=[CH:24][CH:23]=[C:22]([OH:26])[C:10]=1[C:11](=[O:21])[CH:12]=[CH:13][C:14]1[CH:19]=[CH:18][C:17]([CH3:20])=[CH:16][CH:15]=1)C1C=CC=CC=1.CN(C)C=O.C(=O)([O-])[O-].[K+].[K+].Br[CH2:39][C:40]([O:42][CH3:43])=[O:41], predict the reaction product. The product is: [OH:8][C:9]1[C:10]([C:11](=[O:21])[CH:12]=[CH:13][CH:14]2[CH:15]=[CH:16][C:17]([CH3:20])=[CH:18][CH2:19]2)=[C:22]([O:26][CH2:39][C:40]([O:42][CH3:43])=[O:41])[CH:23]=[CH:24][CH:25]=1.